From a dataset of CYP3A4 inhibition data for predicting drug metabolism from PubChem BioAssay. Regression/Classification. Given a drug SMILES string, predict its absorption, distribution, metabolism, or excretion properties. Task type varies by dataset: regression for continuous measurements (e.g., permeability, clearance, half-life) or binary classification for categorical outcomes (e.g., BBB penetration, CYP inhibition). Dataset: cyp3a4_veith. (1) The drug is CCCCc1cc(=O)oc2cc(OCC(=O)N(CC)CC)ccc12. The result is 0 (non-inhibitor). (2) The drug is NCC[C@H](O)C(=O)N[C@H]1C[C@@H](N)[C@@H](O[C@H]2O[C@@H](CN)[C@@H](O)[C@@H](O)[C@@H]2N)[C@@H](O[C@H]2O[C@@H](CO)[C@@H](O)[C@@H]2O)[C@@H]1O. The result is 0 (non-inhibitor).